Predict the reactants needed to synthesize the given product. From a dataset of Retrosynthesis with 50K atom-mapped reactions and 10 reaction types from USPTO. (1) Given the product COc1ncc(F)cc1CNc1ccc(Cc2c[nH]c3ncc(-c4cnn(C5CCNCC5)c4)cc23)c(F)n1, predict the reactants needed to synthesize it. The reactants are: COc1ncc(F)cc1CNc1ccc(Cc2c[nH]c3ncc(-c4cnn(C5CCN(C(=O)OC(C)(C)C)CC5)c4)cc23)c(F)n1. (2) The reactants are: CSCCCNc1c([N+](=O)[O-])cnc2cc(-c3ccccc3)ccc12. Given the product CSCCCNc1c(N)cnc2cc(-c3ccccc3)ccc12, predict the reactants needed to synthesize it. (3) Given the product CC(C)(C)OC(=O)N1CCC(c2ccc(C#N)cc2)CC1, predict the reactants needed to synthesize it. The reactants are: CC(C)(C)OC(=O)N1CCC(c2ccc(C(N)=O)cc2)CC1. (4) Given the product O=C(O)c1[nH]ccc1-c1ccc(Cl)cc1, predict the reactants needed to synthesize it. The reactants are: CCOC(=O)c1[nH]ccc1-c1ccc(Cl)cc1.